From a dataset of Full USPTO retrosynthesis dataset with 1.9M reactions from patents (1976-2016). Predict the reactants needed to synthesize the given product. (1) Given the product [C:1]([O:5][C:6](=[O:20])[C:7]([CH3:8])([S:9][C:10]1[CH:11]=[CH:12][C:13]([C:14]([O:16][CH2:32][C:30]2[N:29]=[N:28][N:27]([CH2:26][C:25]3[CH:34]=[CH:35][C:22]([CH3:21])=[CH:23][CH:24]=3)[CH:31]=2)=[O:15])=[CH:17][CH:18]=1)[CH3:19])([CH3:2])([CH3:3])[CH3:4], predict the reactants needed to synthesize it. The reactants are: [C:1]([O:5][C:6](=[O:20])[C:7]([CH3:19])([S:9][C:10]1[CH:18]=[CH:17][C:13]([C:14]([OH:16])=[O:15])=[CH:12][CH:11]=1)[CH3:8])([CH3:4])([CH3:3])[CH3:2].[CH3:21][C:22]1[CH:35]=[CH:34][C:25]([CH2:26][N:27]2[CH:31]=[C:30]([CH2:32]O)[N:29]=[N:28]2)=[CH:24][CH:23]=1.C1(N=C=NC2CCCCC2)CCCCC1. (2) Given the product [C:2]([C@H:3]1[C:18](=[O:19])[N:20]2[CH2:28][C@@H:27]([CH2:26][C@H:21]2[C:22]([O:24][CH3:25])=[O:23])[O:29][C:30]2[C:31](=[N:32][C:33]3[C:38]([CH:39]=2)=[CH:37][C:36]([O:40][CH3:41])=[CH:35][CH:34]=3)[CH:17]=[CH:16][CH2:15][CH2:14][CH2:13][C@@H:9]2[CH2:10][CH2:11][CH2:12][C@H:8]2[O:7][C:5](=[O:6])[NH:4]1)([CH3:44])([CH3:45])[CH3:1], predict the reactants needed to synthesize it. The reactants are: [CH3:1][C:2]([CH3:45])([CH3:44])[C@@H:3]([C:18]([N:20]1[CH2:28][C@H:27]([O:29][C:30]2[C:31](C=C)=[N:32][C:33]3[C:38]([CH:39]=2)=[CH:37][C:36]([O:40][CH3:41])=[CH:35][CH:34]=3)[CH2:26][C@H:21]1[C:22]([O:24][CH3:25])=[O:23])=[O:19])[NH:4][C:5]([O:7][C@@H:8]1[CH2:12][CH2:11][CH2:10][C@H:9]1[CH2:13][CH2:14][CH2:15][CH:16]=[CH2:17])=[O:6]. (3) Given the product [CH3:23][N:17]1[C:18]([CH3:20])=[N:19][C:15]([C:13]2[CH:12]=[CH:11][N:10]3[CH:21]=[C:7]([NH:6][C:4]([NH:3][CH2:1][CH3:2])=[O:5])[N:8]=[C:9]3[CH:14]=2)=[N:16]1, predict the reactants needed to synthesize it. The reactants are: [CH2:1]([NH:3][C:4]([NH:6][C:7]1[N:8]=[C:9]2[CH:14]=[C:13]([C:15]3[NH:16][N:17]=[C:18]([CH3:20])[N:19]=3)[CH:12]=[CH:11][N:10]2[CH:21]=1)=[O:5])[CH3:2].F[C:23](F)(F)C(N)=O.CN(C(C=C)=O)C. (4) The reactants are: [CH3:1][O:2][C:3](=[O:53])[C@@H:4]([NH:20][C:21]([C@@H:23]1[CH2:32][C:31]2[CH:30]=[C:29]3[O:33][CH2:34][C@@H:35]([C:37]4[CH:42]=[CH:41][C:40]([O:43][CH2:44][C:45]5[CH:50]=[CH:49][C:48]([Cl:51])=[C:47]([Cl:52])[CH:46]=5)=[CH:39][CH:38]=4)[O:36][C:28]3=[CH:27][C:26]=2[CH2:25][NH:24]1)=[O:22])[CH2:5][C:6]1[CH:11]=[CH:10][C:9]([C:12]2[CH:17]=[CH:16][C:15]([C:18]#[N:19])=[CH:14][CH:13]=2)=[CH:8][CH:7]=1.Br[CH2:55][CH2:56][CH2:57][C:58]1[CH:63]=[CH:62][CH:61]=[CH:60][CH:59]=1.C([O-])(O)=O.[Na+]. Given the product [CH3:1][O:2][C:3](=[O:53])[C@@H:4]([NH:20][C:21]([C@@H:23]1[CH2:32][C:31]2[CH:30]=[C:29]3[O:33][CH2:34][C@@H:35]([C:37]4[CH:42]=[CH:41][C:40]([O:43][CH2:44][C:45]5[CH:50]=[CH:49][C:48]([Cl:51])=[C:47]([Cl:52])[CH:46]=5)=[CH:39][CH:38]=4)[O:36][C:28]3=[CH:27][C:26]=2[CH2:25][N:24]1[CH:57]([C:58]1[CH:63]=[CH:62][CH:61]=[CH:60][CH:59]=1)[CH2:56][CH3:55])=[O:22])[CH2:5][C:6]1[CH:11]=[CH:10][C:9]([C:12]2[CH:13]=[CH:14][C:15]([C:18]#[N:19])=[CH:16][CH:17]=2)=[CH:8][CH:7]=1, predict the reactants needed to synthesize it. (5) Given the product [CH3:37][O:36][C:33]1[CH:34]=[CH:35][C:30]([CH:25]2[CH2:24][CH:23]([OH:38])[C:22]3[C:27](=[CH:28][CH:29]=[C:20]([OH:19])[CH:21]=3)[O:26]2)=[CH:31][CH:32]=1, predict the reactants needed to synthesize it. The reactants are: C1(C2CC(O)C3C(=CC=C(O)C=3)O2)C=CC=CC=1.[OH:19][C:20]1[CH:21]=[C:22]2[C:27](=[CH:28][CH:29]=1)[O:26][CH:25]([C:30]1[CH:35]=[CH:34][C:33]([O:36][CH3:37])=[CH:32][CH:31]=1)[CH2:24][C:23]2=[O:38].